Dataset: Peptide-MHC class I binding affinity with 185,985 pairs from IEDB/IMGT. Task: Regression. Given a peptide amino acid sequence and an MHC pseudo amino acid sequence, predict their binding affinity value. This is MHC class I binding data. (1) The peptide sequence is KSFKDILPK. The MHC is HLA-A03:01 with pseudo-sequence HLA-A03:01. The binding affinity (normalized) is 0.722. (2) The peptide sequence is TVANNPDDK. The MHC is HLA-B08:01 with pseudo-sequence HLA-B08:01. The binding affinity (normalized) is 0.0847. (3) The peptide sequence is YVDRFYKTL. The MHC is HLA-A68:02 with pseudo-sequence HLA-A68:02. The binding affinity (normalized) is 0.0564. (4) The peptide sequence is IYDFYNAEY. The MHC is HLA-B38:01 with pseudo-sequence HLA-B38:01. The binding affinity (normalized) is 0.0847. (5) The peptide sequence is ESENISEPY. The MHC is HLA-A02:12 with pseudo-sequence HLA-A02:12. The binding affinity (normalized) is 0.0847. (6) The binding affinity (normalized) is 0.0847. The peptide sequence is YDRLASTVI. The MHC is HLA-A31:01 with pseudo-sequence HLA-A31:01. (7) The peptide sequence is EQNWDWNRY. The MHC is HLA-A02:01 with pseudo-sequence HLA-A02:01. The binding affinity (normalized) is 0.0847. (8) The peptide sequence is QAFTFSPTYK. The MHC is Patr-A0401 with pseudo-sequence Patr-A0401. The binding affinity (normalized) is 0.374.